The task is: Binary Classification. Given a drug SMILES string, predict its activity (active/inactive) in a high-throughput screening assay against a specified biological target.. This data is from HIV replication inhibition screening data with 41,000+ compounds from the AIDS Antiviral Screen. (1) The drug is CCCCCCCCC=CCCCCCCCC1CC(O)C(=O)O1. The result is 0 (inactive). (2) The compound is CCCCN(C)CC(C(C)=O)C(c1ccccc1)c1c(O)c2ccccc2oc1=O.Cl. The result is 0 (inactive). (3) The drug is CN(C)c1ccc(C=C(C#N)c2cccc(F)c2)cc1. The result is 0 (inactive). (4) The drug is O=C1NC2(CCN(CCc3ccccc3)CC2)Oc2ccccc21. The result is 0 (inactive). (5) The compound is CC(C)(C)c1cc(Nc2ccc([N+](=O)[O-])cc2[N+](=O)[O-])cc(C(C)(C)C)c1O. The result is 0 (inactive). (6) The drug is O=C(Oc1ccc(OC(=O)c2ccccc2)c(C(=O)c2ccccc2)c1C(=O)c1ccccc1)c1ccccc1. The result is 0 (inactive).